This data is from NCI-60 drug combinations with 297,098 pairs across 59 cell lines. The task is: Regression. Given two drug SMILES strings and cell line genomic features, predict the synergy score measuring deviation from expected non-interaction effect. (1) Drug 1: CC1=C2C(C(=O)C3(C(CC4C(C3C(C(C2(C)C)(CC1OC(=O)C(C(C5=CC=CC=C5)NC(=O)OC(C)(C)C)O)O)OC(=O)C6=CC=CC=C6)(CO4)OC(=O)C)OC)C)OC. Drug 2: COC1=CC(=CC(=C1O)OC)C2C3C(COC3=O)C(C4=CC5=C(C=C24)OCO5)OC6C(C(C7C(O6)COC(O7)C8=CC=CS8)O)O. Cell line: MDA-MB-231. Synergy scores: CSS=44.4, Synergy_ZIP=-7.97, Synergy_Bliss=-4.96, Synergy_Loewe=0.138, Synergy_HSA=2.07. (2) Drug 2: CC1=C2C(C(=O)C3(C(CC4C(C3C(C(C2(C)C)(CC1OC(=O)C(C(C5=CC=CC=C5)NC(=O)C6=CC=CC=C6)O)O)OC(=O)C7=CC=CC=C7)(CO4)OC(=O)C)O)C)OC(=O)C. Drug 1: CC1=CC2C(CCC3(C2CCC3(C(=O)C)OC(=O)C)C)C4(C1=CC(=O)CC4)C. Synergy scores: CSS=41.4, Synergy_ZIP=5.08, Synergy_Bliss=5.07, Synergy_Loewe=-47.1, Synergy_HSA=3.28. Cell line: SK-MEL-2. (3) Drug 1: CC1C(C(=O)NC(C(=O)N2CCCC2C(=O)N(CC(=O)N(C(C(=O)O1)C(C)C)C)C)C(C)C)NC(=O)C3=C4C(=C(C=C3)C)OC5=C(C(=O)C(=C(C5=N4)C(=O)NC6C(OC(=O)C(N(C(=O)CN(C(=O)C7CCCN7C(=O)C(NC6=O)C(C)C)C)C)C(C)C)C)N)C. Drug 2: C1=NC2=C(N=C(N=C2N1C3C(C(C(O3)CO)O)F)Cl)N. Cell line: CAKI-1. Synergy scores: CSS=21.3, Synergy_ZIP=1.92, Synergy_Bliss=4.97, Synergy_Loewe=-17.7, Synergy_HSA=-6.76. (4) Drug 1: CC1=C(C=C(C=C1)NC(=O)C2=CC=C(C=C2)CN3CCN(CC3)C)NC4=NC=CC(=N4)C5=CN=CC=C5. Drug 2: C1CN(CCN1C(=O)CCBr)C(=O)CCBr. Cell line: SF-539. Synergy scores: CSS=31.4, Synergy_ZIP=-8.31, Synergy_Bliss=-2.84, Synergy_Loewe=0.576, Synergy_HSA=1.58. (5) Drug 1: C1CC(=O)NC(=O)C1N2CC3=C(C2=O)C=CC=C3N. Drug 2: CC12CCC3C(C1CCC2=O)CC(=C)C4=CC(=O)C=CC34C. Cell line: TK-10. Synergy scores: CSS=31.7, Synergy_ZIP=4.81, Synergy_Bliss=9.03, Synergy_Loewe=-5.10, Synergy_HSA=9.22. (6) Drug 1: CC1C(C(=O)NC(C(=O)N2CCCC2C(=O)N(CC(=O)N(C(C(=O)O1)C(C)C)C)C)C(C)C)NC(=O)C3=C4C(=C(C=C3)C)OC5=C(C(=O)C(=C(C5=N4)C(=O)NC6C(OC(=O)C(N(C(=O)CN(C(=O)C7CCCN7C(=O)C(NC6=O)C(C)C)C)C)C(C)C)C)N)C. Drug 2: C1=CN(C=N1)CC(O)(P(=O)(O)O)P(=O)(O)O. Cell line: MCF7. Synergy scores: CSS=4.24, Synergy_ZIP=-2.35, Synergy_Bliss=0.00851, Synergy_Loewe=-14.2, Synergy_HSA=-4.65.